Dataset: Forward reaction prediction with 1.9M reactions from USPTO patents (1976-2016). Task: Predict the product of the given reaction. (1) Given the reactants [H-].[Na+].[CH2:3]([OH:9])[CH2:4][CH2:5][CH2:6][CH2:7][OH:8].[CH2:10](Br)[C:11]1[CH:16]=[CH:15][CH:14]=[CH:13][CH:12]=1.O, predict the reaction product. The product is: [CH2:10]([O:8][CH2:7][CH2:6][CH2:5][CH2:4][CH2:3][OH:9])[C:11]1[CH:16]=[CH:15][CH:14]=[CH:13][CH:12]=1. (2) Given the reactants [CH3:1][O:2][C:3]1[C:12]([NH:13][C:14](=[O:22])OC2C=CC=CC=2)=[CH:11][C:10]2[C:5](=[CH:6][CH:7]=[CH:8][CH:9]=2)[CH:4]=1.[Cl:23][C:24]1[CH:25]=[C:26]([N:31]2[CH2:36][CH2:35][NH:34][CH2:33][CH2:32]2)[CH:27]=[C:28]([Cl:30])[CH:29]=1, predict the reaction product. The product is: [CH3:1][O:2][C:3]1[C:12]([NH:13][C:14]([N:34]2[CH2:33][CH2:32][N:31]([C:26]3[CH:25]=[C:24]([Cl:23])[CH:29]=[C:28]([Cl:30])[CH:27]=3)[CH2:36][CH2:35]2)=[O:22])=[CH:11][C:10]2[C:5](=[CH:6][CH:7]=[CH:8][CH:9]=2)[CH:4]=1. (3) Given the reactants O.[NH2:2][C:3]1[N:8]=[C:7](Cl)[CH:6]=[C:5]([OH:10])[N:4]=1.[CH:11]1([NH2:14])[CH2:13][CH2:12]1, predict the reaction product. The product is: [NH2:2][C:3]1[N:8]=[C:7]([NH:14][CH:11]2[CH2:13][CH2:12]2)[CH:6]=[C:5]([OH:10])[N:4]=1. (4) Given the reactants [Cl:1][C:2]1[CH:7]=[CH:6][CH:5]=[CH:4][C:3]=1[C:8]1[O:12][N:11]=[CH:10][C:9]=1[C:13]([OH:15])=O.[NH:16]1[CH2:20][CH2:19][CH:18]([C:21]2[CH:22]=[N:23][CH:24]=[CH:25][CH:26]=2)[CH2:17]1, predict the reaction product. The product is: [Cl:1][C:2]1[CH:7]=[CH:6][CH:5]=[CH:4][C:3]=1[C:8]1[O:12][N:11]=[CH:10][C:9]=1[C:13]([N:16]1[CH2:20][CH2:19][CH:18]([C:21]2[CH:22]=[N:23][CH:24]=[CH:25][CH:26]=2)[CH2:17]1)=[O:15]. (5) Given the reactants [CH2:1]([N:8]1[CH:13]([CH2:14][OH:15])[CH2:12][O:11][CH:10]([CH3:16])[C:9]1=[O:17])[C:2]1[CH:7]=[CH:6][CH:5]=[CH:4][CH:3]=1.N1C=CN=C1.[Si:23](Cl)([C:26]([CH3:29])([CH3:28])[CH3:27])([CH3:25])[CH3:24], predict the reaction product. The product is: [CH2:1]([N:8]1[CH:13]([CH2:14][O:15][Si:23]([C:26]([CH3:29])([CH3:28])[CH3:27])([CH3:25])[CH3:24])[CH2:12][O:11][CH:10]([CH3:16])[C:9]1=[O:17])[C:2]1[CH:3]=[CH:4][CH:5]=[CH:6][CH:7]=1.